From a dataset of Forward reaction prediction with 1.9M reactions from USPTO patents (1976-2016). Predict the product of the given reaction. (1) Given the reactants [ClH:1].[C:2]1([C:8]2[CH2:9][CH2:10][NH:11][CH2:12][CH:13]=2)[CH:7]=[CH:6][CH:5]=[CH:4][CH:3]=1.[H][H], predict the reaction product. The product is: [ClH:1].[C:2]1([CH:8]2[CH2:9][CH2:10][NH:11][CH2:12][CH2:13]2)[CH:7]=[CH:6][CH:5]=[CH:4][CH:3]=1. (2) Given the reactants [I:1][C:2]1[CH:10]=[CH:9][C:5]([C:6](O)=[O:7])=[C:4]([C:11]([F:14])([F:13])[F:12])[CH:3]=1.CO, predict the reaction product. The product is: [I:1][C:2]1[CH:10]=[CH:9][C:5]([CH2:6][OH:7])=[C:4]([C:11]([F:12])([F:13])[F:14])[CH:3]=1.